This data is from Catalyst prediction with 721,799 reactions and 888 catalyst types from USPTO. The task is: Predict which catalyst facilitates the given reaction. (1) Reactant: Cl[C:2]1[N:7]=[CH:6][N:5]=[C:4]([NH2:8])[C:3]=1[C:9]1[O:13][N:12]=[C:11]([CH3:14])[N:10]=1.[NH2:15][C@H:16]([C:19]1[N:28]([CH:29]2[CH2:31][CH2:30]2)[C:27](=[O:32])[C:26]2[C:21](=[CH:22][CH:23]=[CH:24][C:25]=2[CH3:33])[N:20]=1)[CH2:17][CH3:18].CCN(C(C)C)C(C)C.CCOC(C)=O. Product: [NH2:8][C:4]1[N:5]=[CH:6][N:7]=[C:2]([NH:15][C@H:16]([C:19]2[N:28]([CH:29]3[CH2:31][CH2:30]3)[C:27](=[O:32])[C:26]3[C:21](=[CH:22][CH:23]=[CH:24][C:25]=3[CH3:33])[N:20]=2)[CH2:17][CH3:18])[C:3]=1[C:9]1[O:13][N:12]=[C:11]([CH3:14])[N:10]=1. The catalyst class is: 114. (2) Reactant: [F:1][C:2]([F:20])([F:19])[C:3]1[CH:8]=[CH:7][C:6]([N:9]2[CH2:14][CH2:13][N:12]([S:15](Cl)(=[O:17])=[O:16])[CH2:11][CH2:10]2)=[CH:5][CH:4]=1.Cl.[NH2:22][C@@H:23]1[CH2:27][C:26](=[O:28])[N:25]([O:29][CH2:30][C:31]2[CH:36]=[CH:35][CH:34]=[CH:33][CH:32]=2)[C:24]1=[O:37].CCN(CC)CC.S(Cl)(Cl)(=O)=O. Product: [CH2:30]([O:29][N:25]1[C:26](=[O:28])[CH2:27][C@@H:23]([NH:22][S:15]([N:12]2[CH2:13][CH2:14][N:9]([C:6]3[CH:7]=[CH:8][C:3]([C:2]([F:20])([F:19])[F:1])=[CH:4][CH:5]=3)[CH2:10][CH2:11]2)(=[O:17])=[O:16])[C:24]1=[O:37])[C:31]1[CH:32]=[CH:33][CH:34]=[CH:35][CH:36]=1. The catalyst class is: 241. (3) Reactant: [CH2:1]([C:4]1[CH:23]=[CH:22][CH:21]=[C:20]2[C:5]=1[CH2:6][CH:7]1[CH2:11][C:10](=[O:12])[N:9]([C:13]([O:15][C:16]([CH3:19])([CH3:18])[CH3:17])=[O:14])[CH:8]12)[CH:2]=[CH2:3].C(O[CH:29](N(C)C)[N:30]([CH3:32])[CH3:31])(C)(C)C. Product: [CH2:1]([C:4]1[CH:23]=[CH:22][CH:21]=[C:20]2[C:5]=1[CH2:6][CH:7]1[CH:8]2[N:9]([C:13]([O:15][C:16]([CH3:18])([CH3:19])[CH3:17])=[O:14])[C:10](=[O:12])/[C:11]/1=[CH:29]\[N:30]([CH3:32])[CH3:31])[CH:2]=[CH2:3]. The catalyst class is: 133. (4) Reactant: Cl[C:2]1[N:10]=[C:9]([Cl:11])[CH:8]=[CH:7][C:3]=1[C:4]([NH2:6])=[O:5].Cl[C:13]1[C:18]([C:19](N)=O)=[CH:17][N:16]=[C:15](Cl)[CH:14]=1.[CH2:23](N(CC)CC)C. Product: [CH2:17]([NH:16][C:2]1[N:10]=[C:9]([Cl:11])[CH:8]=[CH:7][C:3]=1[C:4]([NH2:6])=[O:5])[C:18]1[CH:13]=[CH:14][CH:15]=[CH:23][CH:19]=1. The catalyst class is: 10. (5) Reactant: C([N:8](CC1C=CC=CC=1)[C@H:9]1[CH2:14][CH2:13][C@H:12]([N:15]2[CH2:20][CH2:19][N:18]([CH3:21])[CH2:17][CH2:16]2)[CH2:11][CH2:10]1)C1C=CC=CC=1.[H][H]. Product: [CH3:21][N:18]1[CH2:17][CH2:16][N:15]([C@H:12]2[CH2:13][CH2:14][C@H:9]([NH2:8])[CH2:10][CH2:11]2)[CH2:20][CH2:19]1. The catalyst class is: 19. (6) Reactant: Cl[C:2]1[N:7]=[C:6]([C:8]([NH2:10])=[O:9])[CH:5]=[CH:4][N:3]=1.C(=O)([O-])[O-].[K+].[K+].[NH:17]1[CH2:22][CH2:21][NH:20][CH2:19][CH2:18]1. Product: [N:17]1([C:2]2[N:7]=[C:6]([C:8]([NH2:10])=[O:9])[CH:5]=[CH:4][N:3]=2)[CH2:22][CH2:21][NH:20][CH2:19][CH2:18]1. The catalyst class is: 3. (7) Reactant: [F:1][C:2]1[CH:38]=[C:37]([F:39])[CH:36]=[CH:35][C:3]=1[O:4][C:5]1[C:13]2[N:12]=[CH:11][N:10]([CH3:14])[C:9]=2[CH:8]=[CH:7][C:6]=1[C:15]1[C:16]2[CH:24]=[CH:23][N:22]([S:25]([C:28]3[CH:33]=[CH:32][C:31]([CH3:34])=[CH:30][CH:29]=3)(=[O:27])=[O:26])[C:17]=2[C:18](=[O:21])[NH:19][CH:20]=1.[CH3:40][C:41](C)([O-])C.[K+].ICC. Product: [F:1][C:2]1[CH:38]=[C:37]([F:39])[CH:36]=[CH:35][C:3]=1[O:4][C:5]1[C:13]2[N:12]=[CH:11][N:10]([CH3:14])[C:9]=2[CH:8]=[CH:7][C:6]=1[C:15]1[C:16]2[CH:24]=[CH:23][N:22]([S:25]([C:28]3[CH:33]=[CH:32][C:31]([CH3:34])=[CH:30][CH:29]=3)(=[O:27])=[O:26])[C:17]=2[C:18](=[O:21])[N:19]([CH2:40][CH3:41])[CH:20]=1. The catalyst class is: 7. (8) Reactant: C(O)(=O)C(O)=O.[CH2:7]([O:14][NH:15][CH:16]1[CH2:21][NH:20][C@H:19]([C:22]#[N:23])[CH2:18][CH2:17]1)[C:8]1[CH:13]=[CH:12][CH:11]=[CH:10][CH:9]=1.C(=O)(O)[O-].[Na+]. Product: [CH2:7]([O:14][NH:15][CH:16]1[CH2:21][NH:20][C@H:19]([C:22]#[N:23])[CH2:18][CH2:17]1)[C:8]1[CH:13]=[CH:12][CH:11]=[CH:10][CH:9]=1. The catalyst class is: 84. (9) Reactant: [CH2:1]([O:3][C:4]1[CH:13]=[C:12]2[C:7]([CH2:8][CH2:9][CH:10]([N:14]([CH2:21][CH2:22][CH3:23])C(=O)C(F)(F)F)[CH2:11]2)=[CH:6][CH:5]=1)[CH3:2]. Product: [CH2:1]([O:3][C:4]1[CH:13]=[C:12]2[C:7]([CH2:8][CH2:9][CH:10]([NH:14][CH2:21][CH2:22][CH3:23])[CH2:11]2)=[CH:6][CH:5]=1)[CH3:2]. The catalyst class is: 273. (10) Reactant: [Cl:1][C:2]1[N:12]=[C:11]2[C:5]([NH:6][C:7](=[O:22])[C:8]([CH2:20][CH3:21])([CH2:18][CH3:19])[CH2:9][N:10]2[CH:13]2[CH2:17][CH2:16][CH2:15][CH2:14]2)=[CH:4][N:3]=1.[CH3:23]I.[H-].[Na+]. Product: [Cl:1][C:2]1[N:12]=[C:11]2[C:5]([N:6]([CH3:23])[C:7](=[O:22])[C:8]([CH2:20][CH3:21])([CH2:18][CH3:19])[CH2:9][N:10]2[CH:13]2[CH2:17][CH2:16][CH2:15][CH2:14]2)=[CH:4][N:3]=1. The catalyst class is: 44.